From a dataset of Full USPTO retrosynthesis dataset with 1.9M reactions from patents (1976-2016). Predict the reactants needed to synthesize the given product. (1) Given the product [F:23][C:11]1[CH:10]=[C:9]([C:7]2[O:8][C:4]3[CH:3]=[C:2]([F:1])[CH:25]=[CH:24][C:5]=3[N:6]=2)[CH:14]=[CH:13][C:12]=1[C:15]([N:17]1[CH2:22][CH2:21][N:20]([C:30]([C:27]2([OH:26])[CH2:29][CH2:28]2)=[O:31])[CH2:19][CH2:18]1)=[O:16], predict the reactants needed to synthesize it. The reactants are: [F:1][C:2]1[CH:25]=[CH:24][C:5]2[N:6]=[C:7]([C:9]3[CH:14]=[CH:13][C:12]([C:15]([N:17]4[CH2:22][CH2:21][NH:20][CH2:19][CH2:18]4)=[O:16])=[C:11]([F:23])[CH:10]=3)[O:8][C:4]=2[CH:3]=1.[OH:26][C:27]1([C:30](O)=[O:31])[CH2:29][CH2:28]1.CN(C(ON1N=NC2C=CC=CC1=2)=[N+](C)C)C.F[P-](F)(F)(F)(F)F.CCN(C(C)C)C(C)C. (2) Given the product [Cl:27][C:25]1[CH:24]=[CH:23][C:22]([O:28][CH2:29][C:30]([NH:35][C:34]#[N:33])=[O:32])=[C:21]([C@@H:12]2[C:13]3[C:18](=[CH:17][CH:16]=[CH:15][CH:14]=3)[CH2:19][CH2:20][N:11]2[C:9]([O:8][CH2:1][C:2]2[CH:7]=[CH:6][CH:5]=[CH:4][CH:3]=2)=[O:10])[CH:26]=1, predict the reactants needed to synthesize it. The reactants are: [CH2:1]([O:8][C:9]([N:11]1[CH2:20][CH2:19][C:18]2[C:13](=[CH:14][CH:15]=[CH:16][CH:17]=2)[C@H:12]1[C:21]1[CH:26]=[C:25]([Cl:27])[CH:24]=[CH:23][C:22]=1[O:28][CH2:29][C:30]([OH:32])=O)=[O:10])[C:2]1[CH:7]=[CH:6][CH:5]=[CH:4][CH:3]=1.[N:33]#[C:34][NH2:35].CCN(CC)CC.CN(C(ON1N=NC2C=CC=NC1=2)=[N+](C)C)C.F[P-](F)(F)(F)(F)F. (3) Given the product [C:31]([O:35][C:36]([N:38]1[CH2:43][CH2:42][N:41]([C:12]2[N:11]([CH2:16][C:17]#[C:18][CH3:19])[C:10]3[C:9](=[O:20])[N:8]([CH2:21][CH2:22][C:23]4[CH:28]=[CH:27][CH:26]=[CH:25][CH:24]=4)[C:7](=[O:29])[N:6]([CH2:5][C:4]([O:3][CH2:1][CH3:2])=[O:30])[C:14]=3[N:13]=2)[CH2:40][CH2:39]1)=[O:37])([CH3:34])([CH3:32])[CH3:33], predict the reactants needed to synthesize it. The reactants are: [CH2:1]([O:3][C:4](=[O:30])[CH2:5][N:6]1[C:14]2[N:13]=[C:12](Cl)[N:11]([CH2:16][C:17]#[C:18][CH3:19])[C:10]=2[C:9](=[O:20])[N:8]([CH2:21][CH2:22][C:23]2[CH:28]=[CH:27][CH:26]=[CH:25][CH:24]=2)[C:7]1=[O:29])[CH3:2].[C:31]([O:35][C:36]([N:38]1[CH2:43][CH2:42][NH:41][CH2:40][CH2:39]1)=[O:37])([CH3:34])([CH3:33])[CH3:32].